The task is: Regression. Given a peptide amino acid sequence and an MHC pseudo amino acid sequence, predict their binding affinity value. This is MHC class II binding data.. This data is from Peptide-MHC class II binding affinity with 134,281 pairs from IEDB. The peptide sequence is KASTGGAYESYKFIPALEAA. The MHC is HLA-DPA10301-DPB10402 with pseudo-sequence HLA-DPA10301-DPB10402. The binding affinity (normalized) is 0.385.